From a dataset of Retrosynthesis with 50K atom-mapped reactions and 10 reaction types from USPTO. Predict the reactants needed to synthesize the given product. (1) Given the product CC(C)c1ccc2c(c1)OC1(O)c3ccccc3C(=O)C21N, predict the reactants needed to synthesize it. The reactants are: CC(C)c1ccc2c(c1)OC1(O)c3ccccc3C(=O)C21Cl.N. (2) Given the product CC(C)(C)OC(=O)Nc1ccc(N2CCNCC2)cc1, predict the reactants needed to synthesize it. The reactants are: CC(C)(C)OC(=O)Nc1ccc(N2CCN(Cc3ccccc3)CC2)cc1. (3) Given the product CCOC(=O)CN(CC(=O)OCC)Cc1cc(Br)cnc1N, predict the reactants needed to synthesize it. The reactants are: CCOC(=O)CNCC(=O)OCC.Nc1ncc(Br)cc1CBr. (4) Given the product COC(=O)C=Cc1c(C)nc(OC)nc1OC, predict the reactants needed to synthesize it. The reactants are: C=CC(=O)OC.COc1nc(C)c(I)c(OC)n1. (5) Given the product CC(=O)N1CCC2(CC1)N[C@@H](Cc1ccccc1)C(=O)N2Cc1ccccc1, predict the reactants needed to synthesize it. The reactants are: CC(=O)N1CCC2(CC1)NC(=O)[C@H](Cc1ccccc1)N2.ClCc1ccccc1.